This data is from Catalyst prediction with 721,799 reactions and 888 catalyst types from USPTO. The task is: Predict which catalyst facilitates the given reaction. (1) The catalyst class is: 12. Product: [CH2:1]([O:5][C:6]1[CH:7]=[CH:8][C:9]([S:12]([N:15]([CH2:24][C:25]#[C:26][CH2:36][N:35]([CH2:29][CH3:30])[CH2:33][CH3:34])[CH:16]([CH:21]([CH3:23])[CH3:22])[C:17]([O:19][CH3:20])=[O:18])(=[O:14])=[O:13])=[CH:10][CH:11]=1)[C:2]#[C:3][CH3:4]. Reactant: [CH2:1]([O:5][C:6]1[CH:11]=[CH:10][C:9]([S:12]([N:15]([CH2:24][C:25]#[CH:26])[CH:16]([CH:21]([CH3:23])[CH3:22])[C:17]([O:19][CH3:20])=[O:18])(=[O:14])=[O:13])=[CH:8][CH:7]=1)[C:2]#[C:3][CH3:4].C=O.[C:29](O)(=O)[CH3:30].[CH2:33]([NH:35][CH2:36]C)[CH3:34]. (2) Reactant: [F:1][C:2]1[CH:7]=[CH:6][C:5]([C:8]([CH3:20])([CH3:19])[CH2:9][NH:10][C:11]2[CH:18]=[CH:17][C:14]([C:15]#[N:16])=[CH:13][N:12]=2)=[CH:4][CH:3]=1.[H-].[Al+3].[Li+].[H-].[H-].[H-].C1COCC1. Product: [NH2:16][CH2:15][C:14]1[CH:17]=[CH:18][C:11]([NH:10][CH2:9][C:8]([C:5]2[CH:4]=[CH:3][C:2]([F:1])=[CH:7][CH:6]=2)([CH3:20])[CH3:19])=[N:12][CH:13]=1. The catalyst class is: 1. (3) Reactant: [CH3:1][S:2](Cl)(=[O:4])=[O:3].[NH2:6][CH2:7][CH2:8][CH2:9][CH2:10][N:11]1[C:19]2[C:18]([CH3:20])=[CH:17][N:16]=[C:15]([NH2:21])[C:14]=2[N:13]=[C:12]1[CH2:22][O:23][CH2:24][CH3:25].C(N(CC)CC)C.C(Cl)(Cl)Cl. Product: [NH2:21][C:15]1[C:14]2[N:13]=[C:12]([CH2:22][O:23][CH2:24][CH3:25])[N:11]([CH2:10][CH2:9][CH2:8][CH2:7][NH:6][S:2]([CH3:1])(=[O:4])=[O:3])[C:19]=2[C:18]([CH3:20])=[CH:17][N:16]=1. The catalyst class is: 74. (4) Reactant: [O:1]=[C:2]1[C:11]2[CH2:10][CH2:9][CH2:8][CH2:7][C:6]=2[C:5]([CH2:12][CH:13]2[CH2:18][N:17](C(OCC3C=CC=CC=3)=O)[CH2:16][CH2:15][N:14]2[C:29]([O:31][C:32]([CH3:35])([CH3:34])[CH3:33])=[O:30])=[N:4][NH:3]1. Product: [O:1]=[C:2]1[C:11]2[CH2:10][CH2:9][CH2:8][CH2:7][C:6]=2[C:5]([CH2:12][CH:13]2[CH2:18][NH:17][CH2:16][CH2:15][N:14]2[C:29]([O:31][C:32]([CH3:35])([CH3:34])[CH3:33])=[O:30])=[N:4][NH:3]1. The catalyst class is: 312. (5) Reactant: [CH2:1]([O:8][C:9]1[C:16]([F:17])=[CH:15][CH:14]=[CH:13][C:10]=1[CH:11]=[O:12])[C:2]1[CH:7]=[CH:6][CH:5]=[CH:4][CH:3]=1.[H-].[Al+3].[Li+].[H-].[H-].[H-].O.O.O.O.O.O.O.O.O.O.[O-]S([O-])(=O)=O.[Na+].[Na+]. Product: [CH2:1]([O:8][C:9]1[C:16]([F:17])=[CH:15][CH:14]=[CH:13][C:10]=1[CH2:11][OH:12])[C:2]1[CH:3]=[CH:4][CH:5]=[CH:6][CH:7]=1. The catalyst class is: 7.